From a dataset of Catalyst prediction with 721,799 reactions and 888 catalyst types from USPTO. Predict which catalyst facilitates the given reaction. (1) Reactant: [CH2:1]([N:5]1[C:9]([NH:10][C:11](=O)[C:12]2[CH:17]=[CH:16][CH:15]=[CH:14][C:13]=2[F:18])=[C:8]([C:20]#[N:21])[C:7]([CH3:22])=[N:6]1)[CH2:2][CH2:3][CH3:4].OO.C([OH:27])C.Cl. Product: [CH2:1]([N:5]1[C:9]2[N:10]=[C:11]([C:12]3[CH:17]=[CH:16][CH:15]=[CH:14][C:13]=3[F:18])[NH:21][C:20](=[O:27])[C:8]=2[C:7]([CH3:22])=[N:6]1)[CH2:2][CH2:3][CH3:4]. The catalyst class is: 74. (2) Reactant: [N:1]1[C:10]2[CH:9]=[CH:8][N:7]=[C:6]([NH2:11])[C:5]=2[CH:4]=[CH:3][CH:2]=1.Br[CH:13]([CH3:21])[C:14](=O)[C:15]([O:17][CH2:18]C)=[O:16]. Product: [CH3:21][C:13]1[N:7]2[C:6]([C:5]3[CH:4]=[CH:3][CH:2]=[N:1][C:10]=3[CH:9]=[CH:8]2)=[N:11][C:14]=1[C:15]([O:17][CH3:18])=[O:16]. The catalyst class is: 7. (3) Reactant: [C:1]([O:5][C:6]([N:8]1[CH2:13][CH2:12][CH:11]([N:14]2[CH2:18][CH2:17][C@H:16]([O:19][C:20]3[CH:28]=[CH:27][C:23]([C:24]([OH:26])=O)=[CH:22][C:21]=3[F:29])[C:15]2=[O:30])[CH2:10][CH2:9]1)=[O:7])([CH3:4])([CH3:3])[CH3:2].[C:31]([NH:34][NH2:35])(=[O:33])[CH3:32].C(N(C(C)C)C(C)C)C.O=C1N(P(Cl)(N2CCOC2=O)=O)CCO1. Product: [C:31]([NH:34][NH:35][C:24]([C:23]1[CH:27]=[CH:28][C:20]([O:19][C@H:16]2[CH2:17][CH2:18][N:14]([CH:11]3[CH2:10][CH2:9][N:8]([C:6]([O:5][C:1]([CH3:4])([CH3:2])[CH3:3])=[O:7])[CH2:13][CH2:12]3)[C:15]2=[O:30])=[C:21]([F:29])[CH:22]=1)=[O:26])(=[O:33])[CH3:32]. The catalyst class is: 34. (4) Reactant: [Br:1][C:2]1[CH:14]=[CH:13][C:5]([CH2:6][NH:7][CH:8]([CH3:12])[CH2:9][CH2:10]O)=[C:4]([F:15])[CH:3]=1.CC[N+]([S:23]([N:26]=[C:27]([O:29][CH3:30])[O-:28])(=[O:25])=[O:24])(CC)CC. Product: [Br:1][C:2]1[CH:14]=[CH:13][C:5]([CH2:6][N:7]2[S:23](=[O:25])(=[O:24])[N:26]([C:27]([O:29][CH3:30])=[O:28])[CH2:10][CH2:9][CH:8]2[CH3:12])=[C:4]([F:15])[CH:3]=1. The catalyst class is: 1. (5) Reactant: [F:1][C:2]1[CH:3]=[C:4]([CH:39]=[CH:40][C:41]=1[O:42][CH3:43])[CH2:5][N:6]1[C:11]2[CH:12]=[C:13]([C:15]3[CH:20]=[C:19]([F:21])[CH:18]=[CH:17][C:16]=3[O:22][CH3:23])[S:14][C:10]=2[C:9](=[O:24])[N:8]([CH:25]2[CH2:30][CH2:29][N:28](C(OC(C)(C)C)=O)[CH2:27][CH2:26]2)[C:7]1=[O:38].[ClH:44]. Product: [ClH:44].[F:1][C:2]1[CH:3]=[C:4]([CH:39]=[CH:40][C:41]=1[O:42][CH3:43])[CH2:5][N:6]1[C:11]2[CH:12]=[C:13]([C:15]3[CH:20]=[C:19]([F:21])[CH:18]=[CH:17][C:16]=3[O:22][CH3:23])[S:14][C:10]=2[C:9](=[O:24])[N:8]([CH:25]2[CH2:26][CH2:27][NH:28][CH2:29][CH2:30]2)[C:7]1=[O:38]. The catalyst class is: 135. (6) Reactant: Br[C:2]1[CH:3]=[C:4]2[C:10]([NH2:11])=[N:9][NH:8][C:5]2=[N:6][CH:7]=1.CC1(C)C(C)(C)OB([C:20]2[CH:34]=[CH:33][C:23]([CH2:24][NH:25][C:26](=[O:32])[O:27][C:28]([CH3:31])([CH3:30])[CH3:29])=[CH:22][CH:21]=2)O1.C(=O)(O)[O-].[Na+]. Product: [NH2:11][C:10]1[C:4]2[C:5](=[N:6][CH:7]=[C:2]([C:20]3[CH:34]=[CH:33][C:23]([CH2:24][NH:25][C:26](=[O:32])[O:27][C:28]([CH3:29])([CH3:30])[CH3:31])=[CH:22][CH:21]=3)[CH:3]=2)[NH:8][N:9]=1. The catalyst class is: 38. (7) Reactant: [Cl:1][C:2]1[C:3]([CH3:27])=[C:4]([NH:10][C@H:11]([C@@H:24]([OH:26])[CH3:25])[C:12]([NH:14][NH:15][C:16](=[O:23])[C:17]2[CH:22]=[CH:21][CH:20]=[CH:19][CH:18]=2)=O)[CH:5]=[CH:6][C:7]=1[C:8]#[N:9].CCN(P1(N(C)CCCN1C)=NC(C)(C)C)CC.C1(C)C=CC(S(Cl)(=O)=O)=CC=1. Product: [Cl:1][C:2]1[C:3]([CH3:27])=[C:4]([NH:10][C@@H:11]([C:12]2[O:23][C:16]([C:17]3[CH:22]=[CH:21][CH:20]=[CH:19][CH:18]=3)=[N:15][N:14]=2)[C@@H:24]([OH:26])[CH3:25])[CH:5]=[CH:6][C:7]=1[C:8]#[N:9]. The catalyst class is: 1. (8) Reactant: C(O)=O.[NH2:4][CH2:5][CH2:6][C:7]1[CH:41]=[CH:40][C:10]([NH:11][CH:12]2[CH2:17][CH2:16][N:15]([C:18]([N:20]3[CH2:25][CH2:24][CH:23]([C:26]4[CH:31]=[CH:30][C:29]([O:32][CH3:33])=[C:28]([O:34][CH:35]5[CH2:39][CH2:38][CH2:37][CH2:36]5)[CH:27]=4)[CH2:22][CH2:21]3)=[O:19])[CH2:14][CH2:13]2)=[CH:9][CH:8]=1.C([Si]([O:59][C:60]1[CH:65]=[CH:64][C:63]([O:66][CH2:67][CH:68]2[CH2:70][O:69]2)=[CH:62][CH:61]=1)(C1C=CC=CC=1)C1C=CC=CC=1)(C)(C)C. Product: [CH:35]1([O:34][C:28]2[CH:27]=[C:26]([CH:23]3[CH2:22][CH2:21][N:20]([C:18]([N:15]4[CH2:14][CH2:13][CH:12]([NH:11][C:10]5[CH:40]=[CH:41][C:7]([CH2:6][CH2:5][NH:4][CH2:70][C@H:68]([OH:69])[CH2:67][O:66][C:63]6[CH:64]=[CH:65][C:60]([OH:59])=[CH:61][CH:62]=6)=[CH:8][CH:9]=5)[CH2:17][CH2:16]4)=[O:19])[CH2:25][CH2:24]3)[CH:31]=[CH:30][C:29]=2[O:32][CH3:33])[CH2:36][CH2:37][CH2:38][CH2:39]1. The catalyst class is: 147.